From a dataset of Reaction yield outcomes from USPTO patents with 853,638 reactions. Predict the reaction yield, written as a fraction of the theoretical maximum amount of product (1.0 means a 100% yield; for example, 0.34 means a 34% yield). (1) The reactants are [NH2:1][C:2]1[CH:7]=[CH:6][C:5]([C:8]2[N:9]([CH:22]3[CH2:25][CH2:24][CH2:23]3)[C:10]3[C:15]([C:16]=2[C:17]#[N:18])=[CH:14][CH:13]=[C:12]([O:19][CH2:20][CH3:21])[CH:11]=3)=[CH:4][CH:3]=1.Cl[C:27]([O:29][C:30]1[CH:35]=CC([N+]([O-])=O)=CC=1)=[O:28].N1C=CC=CC=1.[CH3:45][O:46][CH2:47][CH2:48][O:49]CCO. The catalyst is C(Cl)Cl.ClCCCl. The product is [CH3:45][O:46][CH2:47][CH2:48][O:49][CH2:35][CH2:30][O:29][C:27](=[O:28])[NH:1][C:2]1[CH:3]=[CH:4][C:5]([C:8]2[N:9]([CH:22]3[CH2:23][CH2:24][CH2:25]3)[C:10]3[C:15]([C:16]=2[C:17]#[N:18])=[CH:14][CH:13]=[C:12]([O:19][CH2:20][CH3:21])[CH:11]=3)=[CH:6][CH:7]=1. The yield is 0.890. (2) The catalyst is CC(C)=O. The reactants are [CH2:1]1[O:5][C:4]2[CH:6]=[C:7]([OH:10])[CH:8]=[CH:9][C:3]=2[O:2]1.Br[CH2:12][C:13]([O:15][CH3:16])=[O:14].C(=O)([O-])[O-].[K+].[K+]. The product is [CH2:1]1[O:2][C:3]2[CH:9]=[CH:8][C:7]([O:10][CH2:12][C:13]([O:15][CH3:16])=[O:14])=[CH:6][C:4]=2[O:5]1. The yield is 0.570.